This data is from Full USPTO retrosynthesis dataset with 1.9M reactions from patents (1976-2016). The task is: Predict the reactants needed to synthesize the given product. (1) Given the product [C:1]1([CH3:11])[CH:6]=[CH:5][C:4]([S:7]([O:37][CH2:36][CH:13]([OH:12])[CH2:14][CH:15]([C:27]2[CH:32]=[C:31]([F:33])[C:30]([F:34])=[C:29]([F:35])[CH:28]=2)[C:16]([NH:18][NH:19][C:20]([O:22][C:23]([CH3:26])([CH3:25])[CH3:24])=[O:21])=[O:17])(=[O:9])=[O:8])=[CH:3][CH:2]=1, predict the reactants needed to synthesize it. The reactants are: [C:1]1([CH3:11])[CH:6]=[CH:5][C:4]([S:7](Cl)(=[O:9])=[O:8])=[CH:3][CH:2]=1.[OH:12][CH:13]([CH2:36][OH:37])[CH2:14][CH:15]([C:27]1[CH:32]=[C:31]([F:33])[C:30]([F:34])=[C:29]([F:35])[CH:28]=1)[C:16]([NH:18][NH:19][C:20]([O:22][C:23]([CH3:26])([CH3:25])[CH3:24])=[O:21])=[O:17]. (2) Given the product [Cl:1][C:2]1[CH:3]=[CH:4][C:5]([O:25][CH:33]([CH3:35])[CH3:34])=[C:6]([CH2:8][N:9]2[CH:13]=[CH:12][C:11]([C:14]([NH:16][C:17]3[C:18]([F:24])=[CH:19][CH:20]=[CH:21][C:22]=3[F:23])=[O:15])=[N:10]2)[CH:7]=1, predict the reactants needed to synthesize it. The reactants are: [Cl:1][C:2]1[CH:3]=[CH:4][C:5]([OH:25])=[C:6]([CH2:8][N:9]2[CH:13]=[CH:12][C:11]([C:14]([NH:16][C:17]3[C:22]([F:23])=[CH:21][CH:20]=[CH:19][C:18]=3[F:24])=[O:15])=[N:10]2)[CH:7]=1.C(=O)([O-])[O-].[K+].[K+].Br[CH:33]([CH3:35])[CH3:34]. (3) Given the product [C:19]([N:12]1[C:11]2[CH:10]=[CH:9][CH:8]=[CH:7][C:6]=2[C:5]2[C:13]1=[CH:1][CH:2]=[CH:3][CH:4]=2)(=[O:21])[CH3:20], predict the reactants needed to synthesize it. The reactants are: [CH:1]1[C:13]2[NH:12][C:11]3[C:6](=[CH:7][CH:8]=[CH:9][CH:10]=3)[C:5]=2[CH:4]=[CH:3][CH:2]=1.Cl(O)(=O)(=O)=O.[C:19](OC(=O)C)(=[O:21])[CH3:20]. (4) Given the product [F:13][C:8]1[CH:7]=[C:6]([CH:11]=[C:10]([F:12])[CH:9]=1)[CH2:5][C@H:4]([NH:14][C:15](=[O:21])[O:16][C:17]([CH3:20])([CH3:19])[CH3:18])[C:3](=[O:22])[CH2:2][NH:33][CH2:23][C:32]1[CH:31]=[CH:30][CH:29]=[C:28]([O:37][CH3:34])[CH:27]=1, predict the reactants needed to synthesize it. The reactants are: Br[CH2:2][C:3](=[O:22])[C@@H:4]([NH:14][C:15](=[O:21])[O:16][C:17]([CH3:20])([CH3:19])[CH3:18])[CH2:5][C:6]1[CH:11]=[C:10]([F:12])[CH:9]=[C:8]([F:13])[CH:7]=1.[C@@H:23]1([NH2:33])[C:32]2[C:27](=[CH:28][CH:29]=[CH:30][CH:31]=2)CCC1.[CH:34]([OH:37])(C)C. (5) Given the product [OH:1][C:2]([C:8]1[CH:9]=[C:10]2[C:33](=[CH:34][CH:35]=1)[C:14]1=[N:15][O:16][C:17]([C:18]3[C:22]([C:23]([F:24])([F:26])[F:25])=[C:21]([C:27]4[CH:28]=[CH:29][CH:30]=[CH:31][CH:32]=4)[O:20][N:19]=3)=[C:13]1[CH2:12][CH2:11]2)([CH3:7])[C:3]([OH:5])=[O:4], predict the reactants needed to synthesize it. The reactants are: [OH:1][C:2]([C:8]1[CH:9]=[C:10]2[C:33](=[CH:34][CH:35]=1)[C:14]1=[N:15][O:16][C:17]([C:18]3[C:22]([C:23]([F:26])([F:25])[F:24])=[C:21]([C:27]4[CH:32]=[CH:31][CH:30]=[CH:29][CH:28]=4)[O:20][N:19]=3)=[C:13]1[CH2:12][CH2:11]2)([CH3:7])[C:3]([O:5]C)=[O:4].